This data is from Peptide-MHC class II binding affinity with 134,281 pairs from IEDB. The task is: Regression. Given a peptide amino acid sequence and an MHC pseudo amino acid sequence, predict their binding affinity value. This is MHC class II binding data. The binding affinity (normalized) is 0.584. The peptide sequence is KDVTFRNITGTSSTP. The MHC is DRB1_0405 with pseudo-sequence DRB1_0405.